From a dataset of Catalyst prediction with 721,799 reactions and 888 catalyst types from USPTO. Predict which catalyst facilitates the given reaction. (1) Reactant: [NH2:1][C:2]1[O:3][CH2:4][C@:5]2([C:19]3[C:14](=[N:15][CH:16]=[C:17]([C:20]4[CH:25]=[CH:24][C:23]([CH3:26])=[CH:22][CH:21]=4)[CH:18]=3)[O:13][C:12]3[C:7]2=[CH:8][C:9]([OH:27])=[CH:10][CH:11]=3)[N:6]=1.C(N(CC)CC)C.[F:35][C:36]([F:55])([F:54])[S:37](N(C1C=CC=CC=1)[S:37]([C:36]([F:55])([F:54])[F:35])(=[O:39])=[O:38])(=[O:39])=[O:38]. Product: [F:35][C:36]([F:55])([F:54])[S:37]([O:27][C:9]1[CH:8]=[C:7]2[C@@:5]3([CH2:4][O:3][C:2]([NH2:1])=[N:6]3)[C:19]3[C:14](=[N:15][CH:16]=[C:17]([C:20]4[CH:25]=[CH:24][C:23]([CH3:26])=[CH:22][CH:21]=4)[CH:18]=3)[O:13][C:12]2=[CH:11][CH:10]=1)(=[O:39])=[O:38]. The catalyst class is: 2. (2) Reactant: [N+:1]([C:4]1[CH:23]=[CH:22][C:7]([O:8][CH2:9][CH2:10][O:11][C:12]2[CH:21]=[CH:20][C:15]([C:16]([O:18][CH3:19])=[O:17])=[CH:14][CH:13]=2)=[CH:6][CH:5]=1)([O-])=O.CO.[H][H]. Product: [NH2:1][C:4]1[CH:5]=[CH:6][C:7]([O:8][CH2:9][CH2:10][O:11][C:12]2[CH:21]=[CH:20][C:15]([C:16]([O:18][CH3:19])=[O:17])=[CH:14][CH:13]=2)=[CH:22][CH:23]=1. The catalyst class is: 304. (3) Reactant: [CH2:1]([O:8][C:9]1[CH:14]=[CH:13][C:12]([CH2:15][C:16]([O:18]C(C)(C)C)=[O:17])=[C:11]([CH3:23])[CH:10]=1)[C:2]1[CH:7]=[CH:6][CH:5]=[CH:4][CH:3]=1.C(O)(C(F)(F)F)=O. Product: [CH2:1]([O:8][C:9]1[CH:14]=[CH:13][C:12]([CH2:15][C:16]([OH:18])=[O:17])=[C:11]([CH3:23])[CH:10]=1)[C:2]1[CH:3]=[CH:4][CH:5]=[CH:6][CH:7]=1. The catalyst class is: 2.